Dataset: Full USPTO retrosynthesis dataset with 1.9M reactions from patents (1976-2016). Task: Predict the reactants needed to synthesize the given product. (1) Given the product [Cl:1][C:2]1[C:6]([CH2:7][O:17][C:18]2[CH:23]=[CH:22][C:21]([CH2:24][CH2:25][C:26]([OH:28])=[O:27])=[C:20]([CH3:31])[C:19]=2[CH3:32])=[C:5]([C:9]2[CH:14]=[CH:13][C:12]([O:15][CH3:16])=[CH:11][CH:10]=2)[S:4][N:3]=1, predict the reactants needed to synthesize it. The reactants are: [Cl:1][C:2]1[C:6]([CH2:7]Cl)=[C:5]([C:9]2[CH:14]=[CH:13][C:12]([O:15][CH3:16])=[CH:11][CH:10]=2)[S:4][N:3]=1.[OH:17][C:18]1[CH:23]=[CH:22][C:21]([CH2:24][CH2:25][C:26]([O:28]CC)=[O:27])=[C:20]([CH3:31])[C:19]=1[CH3:32]. (2) Given the product [CH3:24][C:11]1[O:12][C:13]([C:15]2[N:27]=[N:28][C:29]([CH3:32])=[CH:30][CH:31]=2)=[CH:14][C:10]=1[CH2:9][OH:8], predict the reactants needed to synthesize it. The reactants are: C([Si]([O:8][CH2:9][C:10]1[CH:14]=[C:13]([CH2:15]B2OCC(C)(C)CO2)[O:12][C:11]=1[CH3:24])(C)C)(C)(C)C.ClC1[N:27]=[N:28][C:29]([CH3:32])=[CH:30][CH:31]=1.C(=O)([O-])[O-].[Na+].[Na+].COCCOC. (3) Given the product [CH2:12]([O:14][C:15]([CH:17]1[CH2:18][CH2:19][N:20]([C:23]2[CH:24]=[CH:25][C:26]([C:29](=[O:30])[NH:8][C:7]3[CH:9]=[CH:10][CH:11]=[C:5]([C:1]([CH3:4])([CH3:2])[CH3:3])[CH:6]=3)=[CH:27][CH:28]=2)[CH2:21][CH2:22]1)=[O:16])[CH3:13], predict the reactants needed to synthesize it. The reactants are: [C:1]([C:5]1[CH:6]=[C:7]([CH:9]=[CH:10][CH:11]=1)[NH2:8])([CH3:4])([CH3:3])[CH3:2].[CH2:12]([O:14][C:15]([CH:17]1[CH2:22][CH2:21][N:20]([C:23]2[CH:28]=[CH:27][C:26]([C:29](O)=[O:30])=[CH:25][CH:24]=2)[CH2:19][CH2:18]1)=[O:16])[CH3:13].CCN=C=NCCCN(C)C. (4) Given the product [CH3:1][O:2][C:3]1[CH:8]=[C:7]([CH2:12][NH:11][S:25]([C:24]2[CH:23]=[CH:22][C:21]([C:29]3[CH:34]=[CH:33][C:32]([F:35])=[CH:31][C:30]=3[F:36])=[CH:20][C:19]=2[C:17]#[N:18])(=[O:27])=[O:26])[CH:6]=[CH:5][N:4]=1, predict the reactants needed to synthesize it. The reactants are: [CH3:1][O:2][C:3]1[CH:8]=[C:7](NC)[CH:6]=[CH:5][N:4]=1.[N:11]1C=CC=C[CH:12]=1.[C:17]([C:19]1[CH:20]=[C:21]([C:29]2[CH:34]=[CH:33][C:32]([F:35])=[CH:31][C:30]=2[F:36])[CH:22]=[CH:23][C:24]=1[S:25](Cl)(=[O:27])=[O:26])#[N:18].O. (5) Given the product [CH:25]([C:27]1[CH:32]=[CH:31][CH:30]=[CH:29][C:28]=1[C:2]1[CH:24]=[CH:23][CH:22]=[C:4]([CH2:5][O:6][C:7]2[CH:12]=[CH:11][C:10]([CH2:13][CH2:14][C:15]([O:17][C:18]([CH3:21])([CH3:20])[CH3:19])=[O:16])=[CH:9][CH:8]=2)[CH:3]=1)=[O:26], predict the reactants needed to synthesize it. The reactants are: Br[C:2]1[CH:3]=[C:4]([CH:22]=[CH:23][CH:24]=1)[CH2:5][O:6][C:7]1[CH:12]=[CH:11][C:10]([CH2:13][CH2:14][C:15]([O:17][C:18]([CH3:21])([CH3:20])[CH3:19])=[O:16])=[CH:9][CH:8]=1.[CH:25]([C:27]1[CH:32]=[CH:31][CH:30]=[CH:29][C:28]=1B(O)O)=[O:26].C(=O)([O-])[O-].[K+].[K+].C(O)C.